Dataset: Catalyst prediction with 721,799 reactions and 888 catalyst types from USPTO. Task: Predict which catalyst facilitates the given reaction. Reactant: C[O-].[Na+].[CH3:4][O:5][C:6]1[CH:11]=[CH:10][CH:9]=[CH:8][C:7]=1[C:12]([NH2:14])=[NH:13].[C:15]([CH:18]([CH2:24][CH2:25][CH2:26][CH3:27])[C:19](OCC)=[O:20])(=O)[CH3:16]. Product: [CH2:24]([C:18]1[C:19](=[O:20])[N:13]=[C:12]([C:7]2[CH:8]=[CH:9][CH:10]=[CH:11][C:6]=2[O:5][CH3:4])[NH:14][C:15]=1[CH3:16])[CH2:25][CH2:26][CH3:27]. The catalyst class is: 71.